Dataset: NCI-60 drug combinations with 297,098 pairs across 59 cell lines. Task: Regression. Given two drug SMILES strings and cell line genomic features, predict the synergy score measuring deviation from expected non-interaction effect. (1) Drug 1: CC1CCC2CC(C(=CC=CC=CC(CC(C(=O)C(C(C(=CC(C(=O)CC(OC(=O)C3CCCCN3C(=O)C(=O)C1(O2)O)C(C)CC4CCC(C(C4)OC)O)C)C)O)OC)C)C)C)OC. Drug 2: COCCOC1=C(C=C2C(=C1)C(=NC=N2)NC3=CC=CC(=C3)C#C)OCCOC.Cl. Cell line: BT-549. Synergy scores: CSS=5.77, Synergy_ZIP=-0.00427, Synergy_Bliss=5.10, Synergy_Loewe=2.20, Synergy_HSA=3.54. (2) Drug 1: CCC1(CC2CC(C3=C(CCN(C2)C1)C4=CC=CC=C4N3)(C5=C(C=C6C(=C5)C78CCN9C7C(C=CC9)(C(C(C8N6C=O)(C(=O)OC)O)OC(=O)C)CC)OC)C(=O)OC)O.OS(=O)(=O)O. Drug 2: CCN(CC)CCCC(C)NC1=C2C=C(C=CC2=NC3=C1C=CC(=C3)Cl)OC. Cell line: SNB-19. Synergy scores: CSS=14.2, Synergy_ZIP=-4.92, Synergy_Bliss=-2.58, Synergy_Loewe=-7.79, Synergy_HSA=-2.92. (3) Drug 1: CC12CCC(CC1=CCC3C2CCC4(C3CC=C4C5=CN=CC=C5)C)O. Drug 2: CC1C(C(CC(O1)OC2CC(CC3=C2C(=C4C(=C3O)C(=O)C5=CC=CC=C5C4=O)O)(C(=O)C)O)N)O. Cell line: MCF7. Synergy scores: CSS=27.9, Synergy_ZIP=-1.04, Synergy_Bliss=-1.99, Synergy_Loewe=-4.14, Synergy_HSA=-0.809. (4) Drug 1: CN(C)C1=NC(=NC(=N1)N(C)C)N(C)C. Drug 2: C1=CC(=CC=C1CC(C(=O)O)N)N(CCCl)CCCl.Cl. Cell line: HCT-15. Synergy scores: CSS=24.3, Synergy_ZIP=-1.87, Synergy_Bliss=9.72, Synergy_Loewe=-11.2, Synergy_HSA=4.85. (5) Drug 1: C1=CC(=CC=C1CCC2=CNC3=C2C(=O)NC(=N3)N)C(=O)NC(CCC(=O)O)C(=O)O. Drug 2: CS(=O)(=O)OCCCCOS(=O)(=O)C. Cell line: SR. Synergy scores: CSS=59.7, Synergy_ZIP=-1.61, Synergy_Bliss=-3.24, Synergy_Loewe=-5.45, Synergy_HSA=-1.45. (6) Drug 1: CC1=C(C=C(C=C1)NC2=NC=CC(=N2)N(C)C3=CC4=NN(C(=C4C=C3)C)C)S(=O)(=O)N.Cl. Drug 2: CCCS(=O)(=O)NC1=C(C(=C(C=C1)F)C(=O)C2=CNC3=C2C=C(C=N3)C4=CC=C(C=C4)Cl)F. Cell line: HOP-92. Synergy scores: CSS=13.5, Synergy_ZIP=-1.25, Synergy_Bliss=2.17, Synergy_Loewe=2.03, Synergy_HSA=1.80. (7) Drug 1: CC1=CC2C(CCC3(C2CCC3(C(=O)C)OC(=O)C)C)C4(C1=CC(=O)CC4)C. Drug 2: N.N.Cl[Pt+2]Cl. Cell line: MCF7. Synergy scores: CSS=-15.0, Synergy_ZIP=6.22, Synergy_Bliss=1.02, Synergy_Loewe=-11.8, Synergy_HSA=-10.6. (8) Drug 1: CC1=CC2C(CCC3(C2CCC3(C(=O)C)OC(=O)C)C)C4(C1=CC(=O)CC4)C. Drug 2: CC1=CC=C(C=C1)C2=CC(=NN2C3=CC=C(C=C3)S(=O)(=O)N)C(F)(F)F. Cell line: NCIH23. Synergy scores: CSS=10.0, Synergy_ZIP=0.0383, Synergy_Bliss=2.14, Synergy_Loewe=-2.55, Synergy_HSA=-0.323. (9) Drug 1: C1CCN(CC1)CCOC2=CC=C(C=C2)C(=O)C3=C(SC4=C3C=CC(=C4)O)C5=CC=C(C=C5)O. Drug 2: C1=CC(=C2C(=C1NCCNCCO)C(=O)C3=C(C=CC(=C3C2=O)O)O)NCCNCCO. Cell line: A498. Synergy scores: CSS=47.0, Synergy_ZIP=3.57, Synergy_Bliss=4.29, Synergy_Loewe=-12.9, Synergy_HSA=5.48.